From a dataset of Reaction yield outcomes from USPTO patents with 853,638 reactions. Predict the reaction yield, written as a fraction of the theoretical maximum amount of product (1.0 means a 100% yield; for example, 0.34 means a 34% yield). The reactants are C([O:8][C@@H:9]([C:11]1[O:12][C:13]2[C:18]([C:19](=[O:27])[C:20]=1[C:21]1[CH:26]=[CH:25][CH:24]=[CH:23][CH:22]=1)=[CH:17][C:16]([F:28])=[CH:15][CH:14]=2)[CH3:10])C1C=CC=CC=1.[Cl-].[Al+3].[Cl-].[Cl-]. The catalyst is ClCCl. The product is [F:28][C:16]1[CH:17]=[C:18]2[C:13](=[CH:14][CH:15]=1)[O:12][C:11]([C@H:9]([OH:8])[CH3:10])=[C:20]([C:21]1[CH:22]=[CH:23][CH:24]=[CH:25][CH:26]=1)[C:19]2=[O:27]. The yield is 0.730.